The task is: Predict the reactants needed to synthesize the given product.. This data is from Full USPTO retrosynthesis dataset with 1.9M reactions from patents (1976-2016). (1) Given the product [C:2]1([CH2:1][S:8]([NH:12][C:13]2[CH:14]=[C:15]([CH:25]=[CH:26][C:27]=2[O:28][CH3:29])[C:16]([NH:18][C:19]2[CH:24]=[CH:23][CH:22]=[CH:21][CH:20]=2)=[O:17])(=[O:10])=[O:9])[CH:7]=[CH:6][CH:5]=[CH:4][CH:3]=1, predict the reactants needed to synthesize it. The reactants are: [CH2:1]([S:8](Cl)(=[O:10])=[O:9])[C:2]1[CH:7]=[CH:6][CH:5]=[CH:4][CH:3]=1.[NH2:12][C:13]1[CH:14]=[C:15]([CH:25]=[CH:26][C:27]=1[O:28][CH3:29])[C:16]([NH:18][C:19]1[CH:24]=[CH:23][CH:22]=[CH:21][CH:20]=1)=[O:17]. (2) Given the product [F:29][C:27]([F:28])([F:30])[S:24]([NH:23][C:19]1[CH:20]=[CH:21][CH:22]=[C:17]([C:15]2[N:11]=[C:10]([C:8]3[CH:7]=[CH:6][N:5]=[C:4]([CH2:1][CH2:2][CH3:3])[CH:9]=3)[S:12][CH:14]=2)[CH:18]=1)(=[O:25])=[O:26], predict the reactants needed to synthesize it. The reactants are: [CH2:1]([C:4]1[CH:9]=[C:8]([C:10](=[S:12])[NH2:11])[CH:7]=[CH:6][N:5]=1)[CH2:2][CH3:3].Br[CH:14](Br)[C:15]([C:17]1[CH:18]=[C:19]([NH:23][S:24]([C:27]([F:30])([F:29])[F:28])(=[O:26])=[O:25])[CH:20]=[CH:21][CH:22]=1)=O. (3) Given the product [NH2:1][CH:4]1[CH2:9][CH2:8][CH2:7][C:6]([C:10]2[CH:15]=[CH:14][C:13]([C:16]([N:18]3[C:24]4[CH:25]=[CH:26][CH:27]=[CH:28][C:23]=4[CH2:22][N:21]4[CH:29]=[CH:30][CH:31]=[C:20]4[CH2:19]3)=[O:17])=[CH:12][C:11]=2[CH3:32])=[C:5]1[CH3:33], predict the reactants needed to synthesize it. The reactants are: [N:1]([CH:4]1[CH2:9][CH2:8][CH2:7][C:6]([C:10]2[CH:15]=[CH:14][C:13]([C:16]([N:18]3[C:24]4[CH:25]=[CH:26][CH:27]=[CH:28][C:23]=4[CH2:22][N:21]4[CH:29]=[CH:30][CH:31]=[C:20]4[CH2:19]3)=[O:17])=[CH:12][C:11]=2[CH3:32])=[C:5]1[CH3:33])=[N+]=[N-].C1(P(C2C=CC=CC=2)C2C=CC=CC=2)C=CC=CC=1. (4) Given the product [Cl:1][C:2]1[CH:3]=[C:4]([S-:9])[CH:5]=[C:6]([Cl:8])[CH:7]=1.[Na+:11], predict the reactants needed to synthesize it. The reactants are: [Cl:1][C:2]1[CH:3]=[C:4]([SH:9])[CH:5]=[C:6]([Cl:8])[CH:7]=1.[OH-].[Na+:11]. (5) Given the product [CH3:23][N:24]([C:25]1[C:19]2[C:14](=[CH:15][CH:16]=[C:17]([Br:22])[CH:18]=2)[N:13]=[C:12]2[N:8]([CH2:1][C:2]3[CH:7]=[CH:6][CH:5]=[CH:4][CH:3]=3)[CH2:9][CH2:10][C:11]=12)[CH3:27], predict the reactants needed to synthesize it. The reactants are: [CH2:1]([N:8]1[C:12]2=[N:13][C:14]3[C:19](C(N)=[C:11]2[CH2:10][CH2:9]1)=[CH:18][C:17]([Br:22])=[CH:16][CH:15]=3)[C:2]1[CH:7]=[CH:6][CH:5]=[CH:4][CH:3]=1.[CH3:23][N:24]([CH3:27])[CH:25]=O.